This data is from Experimentally validated miRNA-target interactions with 360,000+ pairs, plus equal number of negative samples. The task is: Binary Classification. Given a miRNA mature sequence and a target amino acid sequence, predict their likelihood of interaction. The miRNA is hsa-miR-181c-5p with sequence AACAUUCAACCUGUCGGUGAGU. The protein sequence of the target gene is MHLSQLIACALLLALLSLRPSEAKPGTPPKVPRTPPGEELADSQAAGGNQKKGDKTPGSGGANLKGDRSRLLRDLRVDTKSRAAWARLLHEHPNARKYKGGNKKGLSKGCFGLKLDRIGSMSGLGC. Result: 0 (no interaction).